This data is from Reaction yield outcomes from USPTO patents with 853,638 reactions. The task is: Predict the reaction yield, written as a fraction of the theoretical maximum amount of product (1.0 means a 100% yield; for example, 0.34 means a 34% yield). The reactants are [CH2:1]([O:8][C:9]1[C:10]([C:16]2[NH:17][C:18]3[C:23]([CH:24]=2)=[C:22]([F:25])[CH:21]=[CH:20][CH:19]=3)=[N:11][C:12](Cl)=[CH:13][CH:14]=1)[C:2]1[CH:7]=[CH:6][CH:5]=[CH:4][CH:3]=1.[F:26][C:27]1[CH:32]=[CH:31][C:30]([C:33]2[O:34][C:35]3[CH:45]=[C:44]([N:46]([CH3:51])[S:47]([CH3:50])(=[O:49])=[O:48])[C:43](B4OC(C)(C)C(C)(C)O4)=[CH:42][C:36]=3[C:37]=2[C:38]([NH:40][CH3:41])=[O:39])=[CH:29][CH:28]=1.[O-]P([O-])([O-])=O.[K+].[K+].[K+].O.CC(C1C=C(C(C)C)C(C2C=CC=CC=2P(C2CCCCC2)C2CCCCC2)=C(C(C)C)C=1)C. The catalyst is O1CCOCC1.O.O.C1C=CC(/C=C/C(/C=C/C2C=CC=CC=2)=O)=CC=1.C1C=CC(/C=C/C(/C=C/C2C=CC=CC=2)=O)=CC=1.C1C=CC(/C=C/C(/C=C/C2C=CC=CC=2)=O)=CC=1.[Pd].[Pd]. The product is [CH2:1]([O:8][C:9]1[CH:14]=[CH:13][C:12]([C:43]2[C:44]([N:46]([CH3:51])[S:47]([CH3:50])(=[O:49])=[O:48])=[CH:45][C:35]3[O:34][C:33]([C:30]4[CH:31]=[CH:32][C:27]([F:26])=[CH:28][CH:29]=4)=[C:37]([C:38]([NH:40][CH3:41])=[O:39])[C:36]=3[CH:42]=2)=[N:11][C:10]=1[C:16]1[NH:17][C:18]2[C:23]([CH:24]=1)=[C:22]([F:25])[CH:21]=[CH:20][CH:19]=2)[C:2]1[CH:7]=[CH:6][CH:5]=[CH:4][CH:3]=1. The yield is 0.382.